Dataset: Reaction yield outcomes from USPTO patents with 853,638 reactions. Task: Predict the reaction yield, written as a fraction of the theoretical maximum amount of product (1.0 means a 100% yield; for example, 0.34 means a 34% yield). (1) The reactants are [NH:1]1[C:5]2[CH:6]=[CH:7][C:8]([C:10]([OH:12])=O)=[CH:9][C:4]=2[N:3]=[CH:2]1.[NH:13]1[CH2:18][CH2:17][CH2:16][C@@H:15]2[C:19]3[CH:20]=[CH:21][C:22]([NH:26][C:27](=[O:29])[CH3:28])=[CH:23][C:24]=3[CH2:25][C@H:14]12. No catalyst specified. The product is [NH:1]1[C:5]2[CH:6]=[CH:7][C:8]([C:10]([N:13]3[CH2:18][CH2:17][CH2:16][C@@H:15]4[C:19]5[CH:20]=[CH:21][C:22]([NH:26][C:27](=[O:29])[CH3:28])=[CH:23][C:24]=5[CH2:25][C@H:14]34)=[O:12])=[CH:9][C:4]=2[N:3]=[CH:2]1. The yield is 0.340. (2) The reactants are [CH:1]([Si:4](Cl)([CH:8]([CH3:10])[CH3:9])[CH:5]([CH3:7])[CH3:6])([CH3:3])[CH3:2].[NH2:12][C:13]1[N:17]([C:18]2[CH:19]=[C:20]([OH:24])[CH:21]=[CH:22][CH:23]=2)[N:16]=[C:15]([C:25]([CH3:28])([CH3:27])[CH3:26])[CH:14]=1.N1C=CN=C1. The catalyst is CN(C=O)C. The product is [C:25]([C:15]1[CH:14]=[C:13]([NH2:12])[N:17]([C:18]2[CH:23]=[CH:22][CH:21]=[C:20]([O:24][Si:4]([CH:8]([CH3:10])[CH3:9])([CH:5]([CH3:7])[CH3:6])[CH:1]([CH3:3])[CH3:2])[CH:19]=2)[N:16]=1)([CH3:28])([CH3:26])[CH3:27]. The yield is 0.990. (3) The reactants are [NH2:1][C:2]1[S:3][C:4]2[CH:10]=[C:9]([O:11][C:12]3[CH:13]=[CH:14][C:15]([CH3:32])=[C:16]([NH:18][C:19](=[O:31])[C:20]4[CH:25]=[CH:24][CH:23]=[C:22]([C:26]([C:29]#[N:30])([CH3:28])[CH3:27])[CH:21]=4)[CH:17]=3)[CH:8]=[CH:7][C:5]=2[N:6]=1.N1C=CC=CC=1.[C:39](Cl)(=[O:41])[CH3:40]. The catalyst is O1CCCC1.C(OCC)(=O)C. The product is [C:39]([NH:1][C:2]1[S:3][C:4]2[CH:10]=[C:9]([O:11][C:12]3[CH:13]=[CH:14][C:15]([CH3:32])=[C:16]([NH:18][C:19](=[O:31])[C:20]4[CH:25]=[CH:24][CH:23]=[C:22]([C:26]([C:29]#[N:30])([CH3:27])[CH3:28])[CH:21]=4)[CH:17]=3)[CH:8]=[CH:7][C:5]=2[N:6]=1)(=[O:41])[CH3:40]. The yield is 0.630. (4) The reactants are Cl[C:2]1[C:11]2[C:6](=[CH:7][CH:8]=[C:9]([C:12]3[CH:17]=[CH:16][C:15]([F:18])=[CH:14][CH:13]=3)[CH:10]=2)[N:5]=[CH:4][N:3]=1.[CH2:19]([NH2:24])[CH2:20][CH:21]([CH3:23])[CH3:22]. No catalyst specified. The product is [CH2:19]([NH:24][C:2]1[C:11]2[C:6](=[CH:7][CH:8]=[C:9]([C:12]3[CH:17]=[CH:16][C:15]([F:18])=[CH:14][CH:13]=3)[CH:10]=2)[N:5]=[CH:4][N:3]=1)[CH2:20][CH:21]([CH3:23])[CH3:22]. The yield is 0.750. (5) The reactants are [CH3:1][S:2]([NH:5][C:6]1[CH:7]=[C:8]([CH:13]=[C:14]([N+:16]([O-:18])=[O:17])[CH:15]=1)[C:9]([O:11][CH3:12])=[O:10])(=[O:4])=[O:3].CI.[C:21](=O)([O-])[O-].[K+].[K+]. The catalyst is CC(C)=O. The product is [CH3:21][N:5]([S:2]([CH3:1])(=[O:3])=[O:4])[C:6]1[CH:7]=[C:8]([CH:13]=[C:14]([N+:16]([O-:18])=[O:17])[CH:15]=1)[C:9]([O:11][CH3:12])=[O:10]. The yield is 0.990.